Dataset: Peptide-MHC class I binding affinity with 185,985 pairs from IEDB/IMGT. Task: Regression. Given a peptide amino acid sequence and an MHC pseudo amino acid sequence, predict their binding affinity value. This is MHC class I binding data. (1) The peptide sequence is PFTQCGYPA. The MHC is Patr-A0901 with pseudo-sequence Patr-A0901. The binding affinity (normalized) is 0.0665. (2) The peptide sequence is SQMPPQKIM. The MHC is HLA-B15:17 with pseudo-sequence HLA-B15:17. The binding affinity (normalized) is 0.0847.